This data is from Catalyst prediction with 721,799 reactions and 888 catalyst types from USPTO. The task is: Predict which catalyst facilitates the given reaction. (1) Reactant: [CH3:1][N:2]1[CH2:7][CH2:6][NH:5][CH2:4][CH2:3]1.[CH3:8][O:9][C:10](=[O:18])[C:11]1[CH:16]=[CH:15][C:14](F)=[CH:13][CH:12]=1. Product: [CH3:8][O:9][C:10](=[O:18])[C:11]1[CH:16]=[CH:15][C:14]([N:5]2[CH2:6][CH2:7][N:2]([CH3:1])[CH2:3][CH2:4]2)=[CH:13][CH:12]=1. The catalyst class is: 6. (2) Reactant: [Br:1][C:2]1[CH:3]=[C:4]2[C:8](=[CH:9][CH:10]=1)[NH:7][N:6]=[CH:5]2.[C:11](Cl)(=[O:18])[C:12]1[CH:17]=[CH:16][CH:15]=[CH:14][CH:13]=1.C(N(CC)CC)C.C([O-])(O)=O.[Na+]. Product: [Br:1][C:2]1[CH:3]=[C:4]2[C:8](=[CH:9][CH:10]=1)[N:7]([C:11]([C:12]1[CH:17]=[CH:16][CH:15]=[CH:14][CH:13]=1)=[O:18])[N:6]=[CH:5]2. The catalyst class is: 2. (3) Reactant: [Cl:1][C:2]1[CH:3]=[C:4]([C:8]2(O)[CH2:11][C:10]3([CH2:16][CH2:15][N:14](C(OC(C)(C)C)=O)[CH2:13][CH2:12]3)[CH2:9]2)[CH:5]=[CH:6][CH:7]=1.C([SiH](CC)CC)C.FC(F)(F)C(O)=O. Product: [Cl:1][C:2]1[CH:3]=[C:4]([CH:8]2[CH2:11][C:10]3([CH2:12][CH2:13][NH:14][CH2:15][CH2:16]3)[CH2:9]2)[CH:5]=[CH:6][CH:7]=1. The catalyst class is: 2. (4) Reactant: [Br:1][C:2]1[C:11]([O:12]C)=[CH:10][CH:9]=[C:8]2[C:3]=1[CH:4]=[CH:5][C:6]([CH3:14])=[N:7]2. Product: [BrH:1].[Br:1][C:2]1[C:11]([OH:12])=[CH:10][CH:9]=[C:8]2[C:3]=1[CH:4]=[CH:5][C:6]([CH3:14])=[N:7]2. The catalyst class is: 201. (5) Reactant: [C:1]([C:4]1[C:34](=[O:35])[C@@:8]2([CH3:36])[C:9]3[C:15]([OH:16])=[CH:14][C:13]([O:17][CH3:18])=[C:12]([C:19]([NH:21][CH2:22][C:23]4[C:32]5[C:27](=[CH:28][CH:29]=[CH:30][CH:31]=5)[CH:26]=[CH:25][C:24]=4[CH3:33])=[O:20])[C:10]=3[O:11][C:7]2=[CH:6][C:5]=1[OH:37])(=O)[CH3:2].[C:38]([CH2:41][O:42][NH2:43])([OH:40])=[O:39].C(=O)(O)[O-].[Na+]. Product: [OH:37][C:5]1[CH:6]=[C:7]2[O:11][C:10]3[C:12]([C:19]([NH:21][CH2:22][C:23]4[C:32]5[C:27](=[CH:28][CH:29]=[CH:30][CH:31]=5)[CH:26]=[CH:25][C:24]=4[CH3:33])=[O:20])=[C:13]([O:17][CH3:18])[CH:14]=[C:15]([OH:16])[C:9]=3[C@:8]2([CH3:36])[C:34](=[O:35])[C:4]=1/[C:1](=[N:43]/[O:42][CH2:41][C:38]([OH:40])=[O:39])/[CH3:2]. The catalyst class is: 83. (6) Reactant: Br[CH2:2][CH2:3][CH2:4][CH2:5][CH2:6][CH2:7][CH2:8][CH2:9][OH:10].[N-:11]=[N+:12]=[N-:13].[Na+]. Product: [N:11]([CH2:2][CH2:3][CH2:4][CH2:5][CH2:6][CH2:7][CH2:8][CH2:9][OH:10])=[N+:12]=[N-:13]. The catalyst class is: 18.